Dataset: Reaction yield outcomes from USPTO patents with 853,638 reactions. Task: Predict the reaction yield, written as a fraction of the theoretical maximum amount of product (1.0 means a 100% yield; for example, 0.34 means a 34% yield). (1) The yield is 0.270. The reactants are [C:1](=[O:19])([O:17][CH3:18])[O:2][C:3]1[C:8]([N+:9]([O-])=O)=[CH:7][C:6]([F:12])=[CH:5][C:4]=1[C:13]([CH3:16])([CH3:15])[CH3:14].C([O-])=O.[NH4+]. The product is [C:1](=[O:19])([O:17][CH3:18])[O:2][C:3]1[C:8]([NH2:9])=[CH:7][C:6]([F:12])=[CH:5][C:4]=1[C:13]([CH3:14])([CH3:15])[CH3:16]. The catalyst is CCO.[Pd]. (2) The reactants are [C:1]1(=[O:8])[O:7][C:5](=O)[CH2:4][O:3][CH2:2]1.[NH2:9][CH2:10][CH2:11][CH2:12][OH:13]. No catalyst specified. The product is [OH:13][CH2:12][CH2:11][CH2:10][N:9]1[C:1](=[O:8])[CH2:2][O:3][CH2:4][C:5]1=[O:7]. The yield is 0.990. (3) The product is [Cl:1][C:2]1[CH:7]=[C:6]([O:8][CH3:9])[C:5]([I:26])=[CH:4][C:3]=1[C:10]1[CH:15]=[CH:14][CH:13]=[C:12]([F:16])[CH:11]=1. The yield is 0.634. The reactants are [Cl:1][C:2]1[CH:7]=[C:6]([O:8][CH3:9])[CH:5]=[CH:4][C:3]=1[C:10]1[CH:15]=[CH:14][CH:13]=[C:12]([F:16])[CH:11]=1.CC(O)=O.S(=O)(=O)(O)O.[I:26]N1C(=O)CCC1=O. The catalyst is C(Cl)Cl. (4) The reactants are [NH2:1][C:2]1[C:11]2[CH:10]=[CH:9][CH:8]=[C:7](Br)[C:6]=2[N:5]=[C:4]2[CH2:13][N:14]([CH3:17])[C:15](=[O:16])[C:3]=12.[F:18][C:19]1[C:24]([O:25][CH3:26])=[CH:23][CH:22]=[CH:21][C:20]=1B(O)O. No catalyst specified. The product is [NH2:1][C:2]1[C:11]2[CH:10]=[CH:9][CH:8]=[C:7]([C:20]3[CH:21]=[CH:22][CH:23]=[C:24]([O:25][CH3:26])[C:19]=3[F:18])[C:6]=2[N:5]=[C:4]2[CH2:13][N:14]([CH3:17])[C:15](=[O:16])[C:3]=12. The yield is 0.829. (5) The reactants are [CH3:1][O:2][C:3]1[CH:4]=[C:5]([CH:8]=[CH:9][C:10]=1[N:11]1[CH:15]=[CH:14][CH:13]=[N:12]1)[CH:6]=O.[Br-].[O:17]1CCO[CH:18]1[CH2:22][P+](C1C=CC=CC=1)(C1C=CC=CC=1)C1C=CC=CC=1.COCCOCCN(CCOCCOC)CCOCCOC. The catalyst is ClCCl.C([O-])([O-])=O.[K+].[K+]. The product is [CH3:1][O:2][C:3]1[CH:4]=[C:5]([CH:6]=[CH:22][CH:18]=[O:17])[CH:8]=[CH:9][C:10]=1[N:11]1[CH:15]=[CH:14][CH:13]=[N:12]1. The yield is 0.860.